The task is: Predict the reactants needed to synthesize the given product.. This data is from Full USPTO retrosynthesis dataset with 1.9M reactions from patents (1976-2016). Given the product [CH3:1][O:2][C:3]1[CH:4]=[C:5]([CH:8]=[CH:9][CH:10]=1)[CH2:6][N:18]1[CH2:19][CH2:20][C:15]2([O:14][CH2:13][CH2:12][O:11]2)[CH2:16][CH2:17]1, predict the reactants needed to synthesize it. The reactants are: [CH3:1][O:2][C:3]1[CH:4]=[C:5]([CH:8]=[CH:9][CH:10]=1)[CH:6]=O.[O:11]1[C:15]2([CH2:20][CH2:19][NH:18][CH2:17][CH2:16]2)[O:14][CH2:13][CH2:12]1.C(O[BH-](OC(=O)C)OC(=O)C)(=O)C.[Na+].C(O)(=O)C.C(=O)([O-])[O-].[Na+].[Na+].